Dataset: Reaction yield outcomes from USPTO patents with 853,638 reactions. Task: Predict the reaction yield, written as a fraction of the theoretical maximum amount of product (1.0 means a 100% yield; for example, 0.34 means a 34% yield). (1) The reactants are [F:1][C:2]1[CH:6]=[N:5][N:4]([CH3:7])[C:3]=1[C:8]1[CH:9]=[C:10]([NH2:16])[CH:11]=[CH:12][C:13]=1[O:14][CH3:15].[F:17][C:18]1[CH:19]=[C:20]([N:24]=[C:25]=[O:26])[CH:21]=[CH:22][CH:23]=1. No catalyst specified. The product is [F:1][C:2]1[CH:6]=[N:5][N:4]([CH3:7])[C:3]=1[C:8]1[CH:9]=[C:10]([NH:16][C:25]([NH:24][C:20]2[CH:21]=[CH:22][CH:23]=[C:18]([F:17])[CH:19]=2)=[O:26])[CH:11]=[CH:12][C:13]=1[O:14][CH3:15]. The yield is 0.550. (2) The reactants are Br[C:2]1[CH:7]=[C:6]([Cl:8])[CH:5]=[CH:4][C:3]=1[CH3:9].[C:10]1(B(O)O)[CH:15]=[CH:14][CH:13]=[CH:12][CH:11]=1.P(C1C=CC=CC=1)(C1C=CC=CC=1)C1C=CC=CC=1.C([O-])([O-])=O.[K+].[K+]. The catalyst is CC([O-])=O.CC([O-])=O.[Pd+2]. The product is [Cl:8][C:6]1[CH:5]=[CH:4][C:3]([CH3:9])=[C:2]([C:10]2[CH:15]=[CH:14][CH:13]=[CH:12][CH:11]=2)[CH:7]=1. The yield is 0.940. (3) The catalyst is C1COCC1.O.C1COCC1. The reactants are [C:1]([C:5]1[CH:6]=[C:7]([S:16][CH:17]2[CH2:22][CH2:21][N:20]([S:23]([C:26]3[N:30]([CH3:31])[C:29]([C:32]([OH:34])=[O:33])=[CH:28][CH:27]=3)(=[O:25])=[O:24])[CH2:19][CH2:18]2)[CH:8]=[C:9]([C:12]([CH3:15])([CH3:14])[CH3:13])[C:10]=1[OH:11])([CH3:4])([CH3:3])[CH3:2].[CH3:35][NH:36][CH2:37][C@@H:38]([C@H:40]([C@@H:42]([C@@H:44]([CH2:46][OH:47])[OH:45])[OH:43])[OH:41])[OH:39]. The product is [NH:36]([CH2:37][C@@H:38]([C@H:40]([C@@H:42]([C@@H:44]([CH2:46][OH:47])[OH:45])[OH:43])[OH:41])[OH:39])[CH3:35].[C:1]([C:5]1[CH:6]=[C:7]([S:16][CH:17]2[CH2:22][CH2:21][N:20]([S:23]([C:26]3[N:30]([CH3:31])[C:29]([C:32]([OH:34])=[O:33])=[CH:28][CH:27]=3)(=[O:25])=[O:24])[CH2:19][CH2:18]2)[CH:8]=[C:9]([C:12]([CH3:15])([CH3:14])[CH3:13])[C:10]=1[OH:11])([CH3:2])([CH3:3])[CH3:4]. The yield is 0.820. (4) The reactants are [Cl:1][C:2]1[C:3]([N:18]2[CH2:23][CH2:22][CH2:21][C@@H:20]([NH:24]C(=O)OC(C)(C)C)[CH2:19]2)=[C:4]2[C:10]([NH:11][C:12](=[O:17])[C:13]([OH:16])([CH3:15])[CH3:14])=[CH:9][NH:8][C:5]2=[N:6][CH:7]=1. The catalyst is FC(F)(F)C(O)=O. The product is [ClH:1].[NH2:24][C@@H:20]1[CH2:21][CH2:22][CH2:23][N:18]([C:3]2[C:2]([Cl:1])=[CH:7][N:6]=[C:5]3[NH:8][CH:9]=[C:10]([NH:11][C:12](=[O:17])[C:13]([OH:16])([CH3:14])[CH3:15])[C:4]=23)[CH2:19]1. The yield is 0.500. (5) The reactants are C(N1C=C(C(=O)C=C(O)C(OC)=O)C(=O)N(CC2C=CC=CC=2)C1=O)C1C=CC=CC=1.[F:32][C:33]1[CH:64]=[CH:63][CH:62]=[CH:61][C:34]=1[CH2:35][N:36]1[CH:41]=[C:40]([C:42](=[O:50])[CH:43]=[C:44]([OH:49])[C:45]([O:47]C)=[O:46])[C:39](=[O:51])[N:38]([CH2:52][C:53]2[CH:58]=[CH:57][CH:56]=[CH:55][C:54]=2[F:59])[C:37]1=[O:60]. No catalyst specified. The product is [F:32][C:33]1[CH:64]=[CH:63][CH:62]=[CH:61][C:34]=1[CH2:35][N:36]1[CH:41]=[C:40]([C:42](=[O:50])[CH:43]=[C:44]([OH:49])[C:45]([OH:47])=[O:46])[C:39](=[O:51])[N:38]([CH2:52][C:53]2[CH:58]=[CH:57][CH:56]=[CH:55][C:54]=2[F:59])[C:37]1=[O:60]. The yield is 0.565. (6) The reactants are C(Cl)(=O)C(Cl)=O.CS(C)=O.[CH2:11]([O:18][C:19]([N:21]1[CH2:25][CH2:24][CH:23]([CH2:26][OH:27])[CH2:22]1)=[O:20])[C:12]1[CH:17]=[CH:16][CH:15]=[CH:14][CH:13]=1.C(N(CC)CC)C. The catalyst is ClCCl.O. The product is [CH2:11]([O:18][C:19]([N:21]1[CH2:25][CH2:24][CH:23]([CH:26]=[O:27])[CH2:22]1)=[O:20])[C:12]1[CH:17]=[CH:16][CH:15]=[CH:14][CH:13]=1. The yield is 0.780. (7) The product is [CH:1]1([C:5]2[O:9][N:8]=[C:7]([C:10]3[C:11]([Cl:17])=[CH:12][CH:13]=[CH:14][C:15]=3[Cl:16])[C:6]=2[CH2:18][OH:19])[CH2:2][CH2:3][CH2:4]1. The reactants are [CH:1]1([C:5]2[O:9][N:8]=[C:7]([C:10]3[C:15]([Cl:16])=[CH:14][CH:13]=[CH:12][C:11]=3[Cl:17])[C:6]=2[C:18](OCC)=[O:19])[CH2:4][CH2:3][CH2:2]1.[H-].C([Al+]CC(C)C)C(C)C.C1(C)C=CC=CC=1. The catalyst is C1COCC1. The yield is 0.980. (8) The reactants are Cl[C:2]1[CH:7]=[N:6][CH:5]=[C:4]([CH3:8])[N:3]=1.[O-]S(OOS([O-])(=O)=O)(=O)=O.[K+].[K+].C(O)C.[OH-:24].[Ca+2].[OH-:26]. The catalyst is S(=O)(=O)(O)O.C(O)C.O1CCCC1. The product is [CH3:8][C:4]1[CH:5]=[N:6][CH:7]=[C:2]([OH:26])[N+:3]=1[O-:24]. The yield is 0.100.